From a dataset of Forward reaction prediction with 1.9M reactions from USPTO patents (1976-2016). Predict the product of the given reaction. (1) Given the reactants [C:1]([O:5][C:6]([C:8]1[S:9][C:10](/[CH:13]=[C:14](/[C:16]([O:18][CH3:19])=[O:17])\[CH3:15])=[CH:11][CH:12]=1)=[O:7])([CH3:4])([CH3:3])[CH3:2].CO.C(Cl)(Cl)Cl, predict the reaction product. The product is: [C:1]([O:5][C:6]([C:8]1[S:9][C:10]([CH2:13][CH:14]([C:16]([O:18][CH3:19])=[O:17])[CH3:15])=[CH:11][CH:12]=1)=[O:7])([CH3:4])([CH3:2])[CH3:3]. (2) Given the reactants [CH2:1]([N:4]1[C:13]2[C:8](=[CH:9][CH:10]=[C:11]([OH:14])[CH:12]=2)[CH2:7][CH2:6][CH2:5]1)[C:2]#[CH:3].C(N(CC)CC)C.[Cl:22][C:23]1[CH:28]=[CH:27][C:26]([N:29]=[C:30]=[O:31])=[CH:25][CH:24]=1, predict the reaction product. The product is: [Cl:22][C:23]1[CH:28]=[CH:27][C:26]([NH:29][C:30](=[O:31])[O:14][C:11]2[CH:12]=[C:13]3[C:8]([CH2:7][CH2:6][CH2:5][N:4]3[CH2:1][C:2]#[CH:3])=[CH:9][CH:10]=2)=[CH:25][CH:24]=1. (3) Given the reactants [CH3:1][C:2]1([C:7]2[CH:12]=[CH:11][C:10]([C:13]3[N:29]([CH2:30][O:31][CH2:32][CH2:33][Si:34]([CH3:37])([CH3:36])[CH3:35])[C:16]4=[N:17][CH:18]=[C:19]([NH:21][C:22](=[O:28])[O:23][C:24]([CH3:27])([CH3:26])[CH3:25])[N:20]=[C:15]4[CH:14]=3)=[CH:9][CH:8]=2)[O:6][CH2:5][CH2:4][O:3]1.C([O-])([O-])=O.[Cs+].[Cs+].Br[CH2:45][C:46]([CH3:48])=[CH2:47].CCOC(C)=O, predict the reaction product. The product is: [CH3:1][C:2]1([C:7]2[CH:12]=[CH:11][C:10]([C:13]3[N:29]([CH2:30][O:31][CH2:32][CH2:33][Si:34]([CH3:37])([CH3:36])[CH3:35])[C:16]4=[N:17][CH:18]=[C:19]([N:21]([CH2:47][C:46]([CH3:48])=[CH2:45])[C:22](=[O:28])[O:23][C:24]([CH3:25])([CH3:26])[CH3:27])[N:20]=[C:15]4[CH:14]=3)=[CH:9][CH:8]=2)[O:6][CH2:5][CH2:4][O:3]1. (4) Given the reactants C(CC[O:5][C:6]([C:8]1[CH:13]([C:14]2[CH:19]=[CH:18][CH:17]=[C:16]([Cl:20])[CH:15]=2)[C:12]([C:21](=[O:38])[NH:22][CH2:23][CH2:24][CH:25]([C:32]2[CH:37]=[CH:36][CH:35]=[CH:34][CH:33]=2)[C:26]2[CH:31]=[CH:30][CH:29]=[CH:28][CH:27]=2)=[C:11]([CH2:39][O:40][CH2:41][CH2:42][N:43]=[N+]=[N-])[NH:10][C:9]=1[CH3:46])=[O:7])#N.[OH-].[Na+].Cl.O, predict the reaction product. The product is: [NH2:43][CH2:42][CH2:41][O:40][CH2:39][C:11]1[N:10]=[C:9]([CH3:46])[C:8]([C:6]([OH:7])=[O:5])=[C:13]([C:14]2[CH:19]=[CH:18][CH:17]=[C:16]([Cl:20])[CH:15]=2)[C:12]=1[C:21](=[O:38])[NH:22][CH2:23][CH2:24][CH:25]([C:32]1[CH:33]=[CH:34][CH:35]=[CH:36][CH:37]=1)[C:26]1[CH:27]=[CH:28][CH:29]=[CH:30][CH:31]=1.